Dataset: NCI-60 drug combinations with 297,098 pairs across 59 cell lines. Task: Regression. Given two drug SMILES strings and cell line genomic features, predict the synergy score measuring deviation from expected non-interaction effect. (1) Drug 2: CCN(CC)CCNC(=O)C1=C(NC(=C1C)C=C2C3=C(C=CC(=C3)F)NC2=O)C. Synergy scores: CSS=6.75, Synergy_ZIP=-2.87, Synergy_Bliss=-2.52, Synergy_Loewe=-0.989, Synergy_HSA=-0.891. Cell line: NCI-H322M. Drug 1: CCCCCOC(=O)NC1=NC(=O)N(C=C1F)C2C(C(C(O2)C)O)O. (2) Drug 1: CCC1(CC2CC(C3=C(CCN(C2)C1)C4=CC=CC=C4N3)(C5=C(C=C6C(=C5)C78CCN9C7C(C=CC9)(C(C(C8N6C)(C(=O)OC)O)OC(=O)C)CC)OC)C(=O)OC)O.OS(=O)(=O)O. Drug 2: CC12CCC3C(C1CCC2O)C(CC4=C3C=CC(=C4)O)CCCCCCCCCS(=O)CCCC(C(F)(F)F)(F)F. Cell line: M14. Synergy scores: CSS=1.02, Synergy_ZIP=-0.970, Synergy_Bliss=-2.28, Synergy_Loewe=-1.20, Synergy_HSA=-2.77. (3) Drug 1: CC1=CC2C(CCC3(C2CCC3(C(=O)C)OC(=O)C)C)C4(C1=CC(=O)CC4)C. Drug 2: CC12CCC3C(C1CCC2O)C(CC4=C3C=CC(=C4)O)CCCCCCCCCS(=O)CCCC(C(F)(F)F)(F)F. Cell line: U251. Synergy scores: CSS=-0.607, Synergy_ZIP=-1.46, Synergy_Bliss=-4.48, Synergy_Loewe=-3.88, Synergy_HSA=-4.05. (4) Drug 1: CS(=O)(=O)OCCCCOS(=O)(=O)C. Drug 2: C1CNP(=O)(OC1)N(CCCl)CCCl. Cell line: RPMI-8226. Synergy scores: CSS=21.8, Synergy_ZIP=-10.2, Synergy_Bliss=-3.06, Synergy_Loewe=-6.08, Synergy_HSA=-2.49.